This data is from Forward reaction prediction with 1.9M reactions from USPTO patents (1976-2016). The task is: Predict the product of the given reaction. (1) Given the reactants [Cl:1][C:2]1[CH:27]=[CH:26][C:5]([CH2:6][N:7]2[C:15]3[C:10](=[CH:11][C:12]([CH:16]=[C:17]4[S:21][C:20](SCC)=[N:19][C:18]4=[O:25])=[CH:13][CH:14]=3)[CH:9]=[N:8]2)=[C:4]([C:28]([F:31])([F:30])[F:29])[CH:3]=1.[N:32]1([CH2:38][C:39]([NH2:41])=[O:40])[CH2:37][CH2:36][NH:35][CH2:34][CH2:33]1, predict the reaction product. The product is: [Cl:1][C:2]1[CH:27]=[CH:26][C:5]([CH2:6][N:7]2[C:15]3[C:10](=[CH:11][C:12]([CH:16]=[C:17]4[S:21][C:20]([N:35]5[CH2:36][CH2:37][N:32]([CH2:38][C:39]([NH2:41])=[O:40])[CH2:33][CH2:34]5)=[N:19][C:18]4=[O:25])=[CH:13][CH:14]=3)[CH:9]=[N:8]2)=[C:4]([C:28]([F:31])([F:30])[F:29])[CH:3]=1. (2) Given the reactants [F:1][C:2]1[CH:7]=[CH:6][CH:5]=[C:4]([F:8])[C:3]=1B(O)O.COCCOC.[Cl:18][C:19]1[CH:24]=[C:23](Cl)[N:22]=[CH:21][N:20]=1, predict the reaction product. The product is: [Cl:18][C:19]1[CH:24]=[C:23]([C:3]2[C:2]([F:1])=[CH:7][CH:6]=[CH:5][C:4]=2[F:8])[N:22]=[CH:21][N:20]=1. (3) Given the reactants [CH:1]1([C:4]2[N:9]=[CH:8][C:7]([NH:10][S:11]([C:14]3[CH:19]=[CH:18][C:17]([O:20][CH2:21][C:22]4[C:23]([CH3:28])=[N:24][O:25][C:26]=4[CH3:27])=[CH:16][CH:15]=3)(=[O:13])=[O:12])=[CH:6][N:5]=2)[CH2:3][CH2:2]1.[C:29](N=C(N(C)C)N(C)C)([CH3:32])([CH3:31])[CH3:30].BrCC(C)C, predict the reaction product. The product is: [CH:1]1([C:4]2[N:9]=[CH:8][C:7]([N:10]([CH2:30][CH:29]([CH3:32])[CH3:31])[S:11]([C:14]3[CH:15]=[CH:16][C:17]([O:20][CH2:21][C:22]4[C:23]([CH3:28])=[N:24][O:25][C:26]=4[CH3:27])=[CH:18][CH:19]=3)(=[O:12])=[O:13])=[CH:6][N:5]=2)[CH2:2][CH2:3]1. (4) Given the reactants [OH:1][C:2]1[C:7]2[C:8]([O:11][CH2:12][CH:13]3[CH2:18][CH2:17][N:16]([C:19]([O:21][C:22]([CH3:25])([CH3:24])[CH3:23])=[O:20])[CH2:15][CH2:14]3)=[N:9][O:10][C:6]=2[CH:5]=[CH:4][CH:3]=1.[O:26]1[CH2:31][CH2:30][CH:29](O)[CH2:28][CH2:27]1.OCCC1CCN(C(OC(C)(C)C)=O)CC1, predict the reaction product. The product is: [O:26]1[CH2:31][CH2:30][CH:29]([O:1][C:2]2[C:7]3[C:8]([O:11][CH2:12][CH:13]4[CH2:14][CH2:15][N:16]([C:19]([O:21][C:22]([CH3:25])([CH3:24])[CH3:23])=[O:20])[CH2:17][CH2:18]4)=[N:9][O:10][C:6]=3[CH:5]=[CH:4][CH:3]=2)[CH2:28][CH2:27]1. (5) Given the reactants [F:1][C:2]1[CH:7]=[CH:6][C:5]([C:8]2[N:12]3[CH:13]=[CH:14][C:15]([CH:17]=O)=[N:16][C:11]3=[N:10][CH:9]=2)=[CH:4][C:3]=1[C:19]1[C:20]([C:25]#[N:26])=[CH:21][CH:22]=[CH:23][CH:24]=1.[NH2:27][OH:28], predict the reaction product. The product is: [F:1][C:2]1[CH:7]=[CH:6][C:5]([C:8]2[N:12]3[CH:13]=[CH:14][C:15]([CH:17]=[N:27][OH:28])=[N:16][C:11]3=[N:10][CH:9]=2)=[CH:4][C:3]=1[C:19]1[C:20]([C:25]#[N:26])=[CH:21][CH:22]=[CH:23][CH:24]=1. (6) Given the reactants [CH2:1]=[C:2]1[C:11]2[C:6](=[CH:7][CH:8]=[C:9]([C:12]3[CH:13]=[C:14]([CH:17]=[CH:18][CH:19]=3)[C:15]#[N:16])[CH:10]=2)[O:5][CH:4]([C:20]2[CH:25]=[CH:24][CH:23]=[CH:22][CH:21]=2)[CH2:3]1.[I:26]I.[C:28]([S-:30])#[N:29].[K+], predict the reaction product. The product is: [I:26][CH2:1][C:2]1([N:29]=[C:28]=[S:30])[C:11]2[C:6](=[CH:7][CH:8]=[C:9]([C:12]3[CH:13]=[C:14]([CH:17]=[CH:18][CH:19]=3)[C:15]#[N:16])[CH:10]=2)[O:5][CH:4]([C:20]2[CH:25]=[CH:24][CH:23]=[CH:22][CH:21]=2)[CH2:3]1.